From a dataset of Forward reaction prediction with 1.9M reactions from USPTO patents (1976-2016). Predict the product of the given reaction. (1) Given the reactants Cl.[CH3:2][O:3][C:4](=[O:9])[C@@H:5]([CH2:7][OH:8])[NH2:6].C(N(CC)CC)C.[CH:17](=O)[C:18]1[CH:23]=[CH:22][CH:21]=[CH:20][CH:19]=1.[BH4-].[Na+].Cl, predict the reaction product. The product is: [C:18]1([CH2:17][NH:6][C@@H:5]([C:4]([O:3][CH3:2])=[O:9])[CH2:7][OH:8])[CH:23]=[CH:22][CH:21]=[CH:20][CH:19]=1. (2) Given the reactants [CH3:1][O:2][C:3]1[CH:8]=[CH:7][C:6]([O:9][CH3:10])=[CH:5][C:4]=1[CH:11]([CH3:14])[CH2:12][OH:13].N1C=CC=CC=1.S(=O)(=O)=O, predict the reaction product. The product is: [CH3:1][O:2][C:3]1[CH:8]=[CH:7][C:6]([O:9][CH3:10])=[CH:5][C:4]=1[CH:11]([CH3:14])[CH:12]=[O:13]. (3) Given the reactants Br[C:2]1[CH:3]=[N:4][N:5]2[CH:10]=[CH:9][C:8]([C:11]([NH:13][C:14]3[CH:15]=[N:16][CH:17]=[CH:18][C:19]=3[C@@H:20]3[CH2:25][C@H:24]([CH3:26])[CH2:23][C@H:22]([NH:27]C(=O)OC(C)(C)C)[CH2:21]3)=[O:12])=[N:7][C:6]=12.[F:35][C:36]1[CH:41]=[C:40]([O:42][CH3:43])[CH:39]=[C:38]([F:44])[C:37]=1B(O)O, predict the reaction product. The product is: [NH2:27][C@H:22]1[CH2:23][C@@H:24]([CH3:26])[CH2:25][C@@H:20]([C:19]2[CH:18]=[CH:17][N:16]=[CH:15][C:14]=2[NH:13][C:11]([C:8]2[CH:9]=[CH:10][N:5]3[N:4]=[CH:3][C:2]([C:37]4[C:36]([F:35])=[CH:41][C:40]([O:42][CH3:43])=[CH:39][C:38]=4[F:44])=[C:6]3[N:7]=2)=[O:12])[CH2:21]1. (4) Given the reactants [CH3:1][C:2]1([CH3:13])[CH:7]2[CH:3]1[CH2:4][C:5](=[O:12])[CH:6]2[C:8](=O)[CH2:9][CH3:10].C1(P(C2C=CC=CC=2)C2C=CC=CC=2)C=CC=CC=1.C(Cl)(Cl)[Cl:34], predict the reaction product. The product is: [Cl:34][C:8](=[C:6]1[C:5](=[O:12])[CH2:4][C@H:3]2[C@@H:7]1[C:2]2([CH3:13])[CH3:1])[CH2:9][CH3:10]. (5) Given the reactants [NH:1]1[CH2:5][CH2:4][C@@H:3]([O:6][C@H:7]2[CH2:12][CH2:11][C@H:10]([CH2:13][C:14]([O:16][CH3:17])=[O:15])[CH2:9][CH2:8]2)[CH2:2]1.[F:18][C:19]1[CH:20]=[CH:21][C:22]2[N:26]=[C:25]([C:27]3[CH:28]=[N:29][C:30](F)=[CH:31][CH:32]=3)[NH:24][C:23]=2[CH:34]=1.C(=O)(O)[O-].[Na+].O, predict the reaction product. The product is: [F:18][C:19]1[CH:20]=[CH:21][C:22]2[NH:26][C:25]([C:27]3[CH:32]=[CH:31][C:30]([N:1]4[CH2:5][CH2:4][C@@H:3]([O:6][C@H:7]5[CH2:8][CH2:9][C@H:10]([CH2:13][C:14]([O:16][CH3:17])=[O:15])[CH2:11][CH2:12]5)[CH2:2]4)=[N:29][CH:28]=3)=[N:24][C:23]=2[CH:34]=1.